From a dataset of Full USPTO retrosynthesis dataset with 1.9M reactions from patents (1976-2016). Predict the reactants needed to synthesize the given product. (1) Given the product [C:1]([C@@H:3]([NH:12][C:13]([C:15]1([NH:21][C:22](=[O:28])[O:23][C:24]([CH3:27])([CH3:26])[CH3:25])[CH2:20][CH2:19][O:18][CH2:17][CH2:16]1)=[O:14])[CH2:4][C:5]1[CH:10]=[CH:9][C:8]([C:34]2[CH:35]=[CH:36][C:31]([O:30][CH3:29])=[CH:32][CH:33]=2)=[CH:7][CH:6]=1)#[N:2], predict the reactants needed to synthesize it. The reactants are: [C:1]([C@@H:3]([NH:12][C:13]([C:15]1([NH:21][C:22](=[O:28])[O:23][C:24]([CH3:27])([CH3:26])[CH3:25])[CH2:20][CH2:19][O:18][CH2:17][CH2:16]1)=[O:14])[CH2:4][C:5]1[CH:10]=[CH:9][C:8](I)=[CH:7][CH:6]=1)#[N:2].[CH3:29][O:30][C:31]1[CH:36]=[CH:35][C:34](B(O)O)=[CH:33][CH:32]=1.C([O-])(=O)C.[K+]. (2) Given the product [Cl:1][C:2]1[N:3]=[CH:4][N:5]=[C:6]2[NH:13][N:14]=[C:8]([CH3:9])[C:7]=12, predict the reactants needed to synthesize it. The reactants are: [Cl:1][C:2]1[C:7]([C:8](=O)[CH3:9])=[C:6](Cl)[N:5]=[CH:4][N:3]=1.O.[NH2:13][NH2:14]. (3) Given the product [CH2:1]([N:8]1[CH2:12][CH:11]=[C:10]([C:14]2[CH:15]=[C:16]([F:21])[CH:17]=[C:18]([F:20])[CH:19]=2)[CH2:9]1)[C:2]1[CH:3]=[CH:4][CH:5]=[CH:6][CH:7]=1, predict the reactants needed to synthesize it. The reactants are: [CH2:1]([N:8]1[CH2:12][CH2:11][C:10]([C:14]2[CH:19]=[C:18]([F:20])[CH:17]=[C:16]([F:21])[CH:15]=2)(O)[CH2:9]1)[C:2]1[CH:7]=[CH:6][CH:5]=[CH:4][CH:3]=1.O.[OH-].[Na+]. (4) Given the product [Cl:19][C:16]1[CH:15]=[CH:14][C:13]([C:7]2[S:8][C:9]([C:10]([OH:12])=[O:11])=[C:5]([CH2:4][C:1]([O:3][CH3:25])=[O:2])[N:6]=2)=[CH:18][CH:17]=1, predict the reactants needed to synthesize it. The reactants are: [C:1]([CH2:4][C:5]1[N:6]=[C:7]([C:13]2[CH:18]=[CH:17][C:16]([Cl:19])=[CH:15][CH:14]=2)[S:8][C:9]=1[C:10]([OH:12])=[O:11])([OH:3])=[O:2].S(=O)(=O)(O)O.[CH3:25]O. (5) Given the product [CH3:1][C:2]1[C:7](=[N:9][OH:10])[CH:6]=[CH:5][C:4](=[O:8])[CH:3]=1, predict the reactants needed to synthesize it. The reactants are: [CH3:1][C:2]1[CH:3]=[C:4]([OH:8])[CH:5]=[CH:6][CH:7]=1.[N:9]([O-])=[O:10].[Na+]. (6) Given the product [Cl:1][C:2]1[CH:7]=[C:6]([Cl:8])[CH:5]=[CH:4][C:3]=1[C:9]1([C:12]([NH:15][CH2:16][CH2:17][CH2:18][N:19]2[CH2:24][CH2:23][CH:22]([C:25]3[CH:30]=[CH:29][CH:28]=[C:27]([NH:31][C:32](=[O:36])[CH:33]([CH3:34])[CH3:35])[CH:26]=3)[CH2:21][CH2:20]2)=[O:14])[CH2:10][CH2:11]1, predict the reactants needed to synthesize it. The reactants are: [Cl:1][C:2]1[CH:7]=[C:6]([Cl:8])[CH:5]=[CH:4][C:3]=1[C:9]1([C:12]([OH:14])=O)[CH2:11][CH2:10]1.[NH2:15][CH2:16][CH2:17][CH2:18][N:19]1[CH2:24][CH2:23][CH:22]([C:25]2[CH:26]=[C:27]([NH:31][C:32](=[O:36])[CH:33]([CH3:35])[CH3:34])[CH:28]=[CH:29][CH:30]=2)[CH2:21][CH2:20]1. (7) The reactants are: [Na].[Na].[S:3]([NH:13][CH2:14][CH2:15][CH2:16][N:17]([S:32]([C:35]1[CH:41]=[CH:40][C:38]([CH3:39])=[CH:37][CH:36]=1)(=[O:34])=[O:33])[CH2:18][CH2:19][CH2:20][NH:21][S:22]([C:25]1[CH:31]=[CH:30][C:28]([CH3:29])=[CH:27][CH:26]=1)(=[O:24])=[O:23])([C:6]1[CH:12]=[CH:11][C:9]([CH3:10])=[CH:8][CH:7]=1)(=[O:5])=[O:4].S(C(=O)[CH2:53][CH2:54][CH2:55][N:56]([CH2:72][C:73]1[CH:78]=[CH:77][C:76]([N+:79]([O-:81])=[O:80])=[CH:75][CH:74]=1)[CH2:57][CH2:58][CH2:59]C(S(C1C=CC(C)=CC=1)(=O)=O)=O)(C1C=CC(C)=CC=1)(=O)=O.O. Given the product [S:22]([N:21]1[CH2:59][CH2:58][CH2:57][N:56]([CH2:72][C:73]2[CH:74]=[CH:75][C:76]([N+:79]([O-:81])=[O:80])=[CH:77][CH:78]=2)[CH2:55][CH2:54][CH2:53][N:13]([S:3]([C:6]2[CH:12]=[CH:11][C:9]([CH3:10])=[CH:8][CH:7]=2)(=[O:4])=[O:5])[CH2:14][CH2:15][CH2:16][N:17]([S:32]([C:35]2[CH:41]=[CH:40][C:38]([CH3:39])=[CH:37][CH:36]=2)(=[O:33])=[O:34])[CH2:18][CH2:19][CH2:20]1)([C:25]1[CH:31]=[CH:30][C:28]([CH3:29])=[CH:27][CH:26]=1)(=[O:24])=[O:23], predict the reactants needed to synthesize it. (8) The reactants are: [OH:1][CH:2]([CH:23]([CH3:25])[CH3:24])[C:3]#[C:4][C:5]1[CH:6]=[CH:7][C:8]2[N:9]([C:11]([CH2:14][NH:15][C:16](=[O:22])[O:17][C:18]([CH3:21])([CH3:20])[CH3:19])=[N:12][N:13]=2)[N:10]=1. Given the product [CH3:24][CH:23]([CH3:25])[C:2](=[O:1])[C:3]#[C:4][C:5]1[CH:6]=[CH:7][C:8]2[N:9]([C:11]([CH2:14][NH:15][C:16](=[O:22])[O:17][C:18]([CH3:20])([CH3:19])[CH3:21])=[N:12][N:13]=2)[N:10]=1, predict the reactants needed to synthesize it. (9) Given the product [CH3:1][N+:2]1[CH:3]=[C:4]2[C:9]([O:10][CH3:11])=[C:8]([O:12][CH3:13])[CH:7]=[CH:6][C:5]2=[C:14]2[CH:23]=[CH:22][C:21]3[CH:20]=[C:19]4[O:24][CH2:25][O:26][C:18]4=[CH:17][C:16]=3[C:15]=12.[I-:32], predict the reactants needed to synthesize it. The reactants are: [CH3:1][N+:2]1[CH:3]=[C:4]2[C:9]([O:10][CH3:11])=[C:8]([O:12][CH3:13])[CH:7]=[CH:6][C:5]2=[C:14]2[CH:23]=[CH:22][C:21]3[CH:20]=[C:19]4[O:24][CH2:25][O:26][C:18]4=[CH:17][C:16]=3[C:15]=12.C([O-])(=O)C.[Na+].[I:32]I. (10) Given the product [Cl:6][C:7]1[CH:21]=[CH:20][C:10]([CH2:11][C@@H:12]([CH2:18][CH3:19])[C:13]([OH:15])=[O:14])=[CH:9][C:8]=1[NH:22][C:23](=[O:38])[C@H:24]([C:31]1[CH:32]=[CH:33][C:34]([Cl:37])=[CH:35][CH:36]=1)[C@@H:25]([CH3:30])[C:26]([F:29])([F:28])[F:27], predict the reactants needed to synthesize it. The reactants are: C(O)(=O)C.Cl.[Cl:6][C:7]1[CH:21]=[CH:20][C:10]([CH2:11][C@@H:12]([CH2:18][CH3:19])[C:13]([O:15]CC)=[O:14])=[CH:9][C:8]=1[NH:22][C:23](=[O:38])[C@H:24]([C:31]1[CH:36]=[CH:35][C:34]([Cl:37])=[CH:33][CH:32]=1)[C@@H:25]([CH3:30])[C:26]([F:29])([F:28])[F:27].